From a dataset of Forward reaction prediction with 1.9M reactions from USPTO patents (1976-2016). Predict the product of the given reaction. Given the reactants Br[C:2]1[CH:10]=[CH:9][CH:8]=[C:7]2[C:3]=1[C:4]([C:18]([N:20]1[CH2:25][CH2:24][CH:23]([C:26]3[CH:27]=[C:28]([CH:37]=[CH:38][C:39]=3[F:40])[CH2:29][NH:30][C:31](=[O:36])[C:32]([F:35])([F:34])[F:33])[CH2:22][CH2:21]1)=[O:19])=[CH:5][N:6]2[CH2:11][CH2:12][O:13][C:14]([F:17])([F:16])[F:15].[N:41]1[CH:46]=[C:45](B(O)O)[CH:44]=[N:43][CH:42]=1.C(=O)([O-])[O-].[Cs+].[Cs+].C(Cl)Cl, predict the reaction product. The product is: [F:34][C:32]([F:33])([F:35])[C:31]([NH:30][CH2:29][C:28]1[CH:37]=[CH:38][C:39]([F:40])=[C:26]([CH:23]2[CH2:22][CH2:21][N:20]([C:18]([C:4]3[C:3]4[C:7](=[CH:8][CH:9]=[CH:10][C:2]=4[C:45]4[CH:46]=[N:41][CH:42]=[N:43][CH:44]=4)[N:6]([CH2:11][CH2:12][O:13][C:14]([F:17])([F:15])[F:16])[CH:5]=3)=[O:19])[CH2:25][CH2:24]2)[CH:27]=1)=[O:36].